Dataset: Reaction yield outcomes from USPTO patents with 853,638 reactions. Task: Predict the reaction yield, written as a fraction of the theoretical maximum amount of product (1.0 means a 100% yield; for example, 0.34 means a 34% yield). (1) The reactants are [OH:1][CH2:2][C:3]1[CH:37]=[CH:36][C:6]([CH2:7][N:8]2[C:13](=[O:14])[C:12]([CH2:15][C:16]3[CH:21]=[CH:20][C:19]([C:22]4[C:23]([C:28]#[N:29])=[CH:24][CH:25]=[CH:26][CH:27]=4)=[CH:18][CH:17]=3)=[C:11]([CH2:30][CH2:31][CH3:32])[N:10]3[N:33]=[CH:34][N:35]=[C:9]23)=[CH:5][CH:4]=1. The catalyst is [O-2].[O-2].[Mn+4].C(Cl)Cl. The product is [CH:2]([C:3]1[CH:4]=[CH:5][C:6]([CH2:7][N:8]2[C:13](=[O:14])[C:12]([CH2:15][C:16]3[CH:21]=[CH:20][C:19]([C:22]4[C:23]([C:28]#[N:29])=[CH:24][CH:25]=[CH:26][CH:27]=4)=[CH:18][CH:17]=3)=[C:11]([CH2:30][CH2:31][CH3:32])[N:10]3[N:33]=[CH:34][N:35]=[C:9]23)=[CH:36][CH:37]=1)=[O:1]. The yield is 0.960. (2) The reactants are [O:1]=[S:2]1(=[O:30])[C:7]2[CH:8]=[CH:9][CH:10]=[CH:11][C:6]=2[NH:5][C:4]([C:12]2[C:13](=[O:29])[C:14]([CH2:26][CH2:27][CH3:28])([CH2:23][CH2:24][CH3:25])[C:15]3[C:20]([C:21]=2[OH:22])=[CH:19][CH:18]=[CH:17][CH:16]=3)=[N:3]1.[OH-].[Na+:32]. The catalyst is C(#N)C.O. The product is [O:30]=[S:2]1(=[O:1])[C:7]2[CH:8]=[CH:9][CH:10]=[CH:11][C:6]=2[NH:5][C:4]([C:12]2[C:13](=[O:29])[C:14]([CH2:26][CH2:27][CH3:28])([CH2:23][CH2:24][CH3:25])[C:15]3[C:20](=[CH:19][CH:18]=[CH:17][CH:16]=3)[C:21]=2[O-:22])=[N:3]1.[Na+:32]. The yield is 1.00. (3) The reactants are C(OC([NH:8][CH2:9][C:10](O)=[O:11])=O)(C)(C)C.CN1CCOCC1.[Cl:20]C(OCC(C)C)=O.[NH:28]1[CH2:32][CH2:31][CH2:30][CH2:29]1. The catalyst is O1CCCC1. The product is [ClH:20].[NH2:8][CH2:9][C:10]([N:28]1[CH2:32][CH2:31][CH2:30][CH2:29]1)=[O:11]. The yield is 0.840. (4) The reactants are [Br:1][C:2]1[CH:7]=[CH:6][C:5]([C@@H:8]([NH:10][CH2:11][CH2:12][C:13]([OH:21])([CH2:17][C:18]([CH3:20])=[CH2:19])[CH:14]([CH3:16])[CH3:15])[CH3:9])=[CH:4][CH:3]=1.C(N(CC)CC)C.Cl[C:30](Cl)([O:32]C(=O)OC(Cl)(Cl)Cl)Cl. The catalyst is C(Cl)Cl. The product is [Br:1][C:2]1[CH:3]=[CH:4][C:5]([C@@H:8]([N:10]2[CH2:11][CH2:12][C:13]([CH:14]([CH3:15])[CH3:16])([CH2:17][C:18]([CH3:20])=[CH2:19])[O:21][C:30]2=[O:32])[CH3:9])=[CH:6][CH:7]=1. The yield is 0.270. (5) The reactants are [C:1]([O:5][C:6](=[O:33])[NH:7][C@H:8]([CH3:32])[C:9]([NH:11][NH:12][C:13]([C@@H:15]1[CH2:21][CH2:20][C@@H:19]2[CH2:22][N:16]1[C:17](=[O:31])[N:18]2[O:23]CC1C=CC=CC=1)=[O:14])=[O:10])([CH3:4])([CH3:3])[CH3:2]. The catalyst is CO.[Pd]. The product is [C:1]([O:5][C:6](=[O:33])[NH:7][C@H:8]([CH3:32])[C:9]([NH:11][NH:12][C:13]([C@@H:15]1[CH2:21][CH2:20][C@@H:19]2[CH2:22][N:16]1[C:17](=[O:31])[N:18]2[OH:23])=[O:14])=[O:10])([CH3:4])([CH3:2])[CH3:3]. The yield is 0.990. (6) The reactants are [C:1]([O:5][C:6]([N:8]1[CH2:14][CH2:13][C:12]2[C:15]([S:20][CH2:21][C:22]3[CH:27]=[CH:26][C:25]([C:28]([O:30]C)=[O:29])=[C:24]([F:32])[CH:23]=3)=[C:16]([Cl:19])[CH:17]=[CH:18][C:11]=2[CH2:10][CH2:9]1)=[O:7])([CH3:4])([CH3:3])[CH3:2].[OH-].[K+].Cl. The yield is 0.990. The product is [C:1]([O:5][C:6]([N:8]1[CH2:14][CH2:13][C:12]2[C:15]([S:20][CH2:21][C:22]3[CH:27]=[CH:26][C:25]([C:28]([OH:30])=[O:29])=[C:24]([F:32])[CH:23]=3)=[C:16]([Cl:19])[CH:17]=[CH:18][C:11]=2[CH2:10][CH2:9]1)=[O:7])([CH3:4])([CH3:2])[CH3:3]. The catalyst is C1COCC1.O. (7) The reactants are [Br:1][C:2]1[C:3]([F:12])=[C:4]2[C:10]([NH2:11])=[CH:9][NH:8][C:5]2=[N:6][CH:7]=1.[CH3:13][N:14]1[C:19](=[O:20])[CH:18]=[CH:17][C:16]([C:21](O)=[O:22])=[N:15]1.C1N(P(Cl)(N2C(=O)OCC2)=O)C(=O)OC1.[Li+].[OH-]. The catalyst is C(Cl)Cl.O. The product is [Br:1][C:2]1[C:3]([F:12])=[C:4]2[C:10]([NH:11][C:21]([C:16]3[CH:17]=[CH:18][C:19](=[O:20])[N:14]([CH3:13])[N:15]=3)=[O:22])=[CH:9][NH:8][C:5]2=[N:6][CH:7]=1. The yield is 0.700. (8) The reactants are Br[C:2]1[C:3]([NH:9][C@H:10]([CH:12]2[CH2:17][CH2:16][O:15][CH2:14][CH2:13]2)[CH3:11])=[N:4][C:5]([Cl:8])=[N:6][CH:7]=1.[C:18]([O:23][CH2:24][CH3:25])(=[O:22])[C:19]#[C:20][CH3:21].[Cl-].[Li+].C(=O)([O-])[O-].[K+].[K+]. The catalyst is CN(C=O)C.C([O-])(=O)C.[Pd+2].C([O-])(=O)C. The product is [Cl:8][C:5]1[N:6]=[CH:7][C:2]2[C:19]([C:18]([O:23][CH2:24][CH3:25])=[O:22])=[C:20]([CH3:21])[N:9]([C@H:10]([CH:12]3[CH2:17][CH2:16][O:15][CH2:14][CH2:13]3)[CH3:11])[C:3]=2[N:4]=1. The yield is 0.164. (9) The reactants are [CH2:1]([N:8]1[CH2:18][CH2:17][C:11]2[N:12]=[CH:13][N:14]=[C:15](Cl)[C:10]=2[CH2:9]1)[C:2]1[CH:7]=[CH:6][CH:5]=[CH:4][CH:3]=1.[Cl:19][C:20]1[CH:25]=[CH:24][C:23]([CH2:26][NH2:27])=[CH:22][N:21]=1.C(N(CC)C(C)C)(C)C. The catalyst is C(#N)C. The product is [CH2:1]([N:8]1[CH2:18][CH2:17][C:11]2[N:12]=[CH:13][N:14]=[C:15]([NH:27][CH2:26][C:23]3[CH:22]=[N:21][C:20]([Cl:19])=[CH:25][CH:24]=3)[C:10]=2[CH2:9]1)[C:2]1[CH:7]=[CH:6][CH:5]=[CH:4][CH:3]=1. The yield is 0.770. (10) The reactants are [CH3:1][O:2][C:3](=[O:13])[CH2:4][C:5]1[CH:10]=[CH:9][C:8](Cl)=[CH:7][C:6]=1[F:12].C1(P(C2CCCCC2)C2C=CC=CC=2C2C(OC)=CC=CC=2OC)CCCCC1.P([O-])([O-])([O-])=O.[K+].[K+].[K+].[CH2:51]([C:53]([C:72]1[CH:77]=[CH:76][C:75](/[CH:78]=[CH:79]/[C:80]([C:86]([F:89])([F:88])[F:87])([OH:85])[C:81]([F:84])([F:83])[F:82])=[C:74]([CH3:90])[CH:73]=1)([C:56]1[CH:61]=[CH:60][C:59](B2OC(C)(C)C(C)(C)O2)=[C:58]([CH3:71])[CH:57]=1)[CH2:54][CH3:55])[CH3:52]. The catalyst is C1(C)C=CC=CC=1.C([O-])(=O)C.[Pd+2].C([O-])(=O)C.O. The product is [CH3:1][O:2][C:3](=[O:13])[CH2:4][C:5]1[CH:10]=[CH:9][C:8]([C:59]2[CH:60]=[CH:61][C:56]([C:53]([CH2:54][CH3:55])([C:72]3[CH:77]=[CH:76][C:75](/[CH:78]=[CH:79]/[C:80]([OH:85])([C:86]([F:88])([F:89])[F:87])[C:81]([F:84])([F:83])[F:82])=[C:74]([CH3:90])[CH:73]=3)[CH2:51][CH3:52])=[CH:57][C:58]=2[CH3:71])=[CH:7][C:6]=1[F:12]. The yield is 0.500.